Dataset: Catalyst prediction with 721,799 reactions and 888 catalyst types from USPTO. Task: Predict which catalyst facilitates the given reaction. (1) Reactant: [F:1][C@H:2]([C:4]1[S:8][C:7]2=[N:9][C:10]([C:12]3[O:13][C:14]4[C:15](=[C:17]([OH:23])[CH:18]=[C:19]([O:21][CH3:22])[CH:20]=4)[CH:16]=3)=[CH:11][N:6]2[N:5]=1)[CH3:3].[CH3:24][O:25][C:26]1([C:32]2[N:37]=[C:36]([CH2:38]O)[CH:35]=[CH:34][CH:33]=2)[CH2:31][CH2:30][O:29][CH2:28][CH2:27]1.C(P(CCCC)CCCC)CCC.N(C(N1CCCCC1)=O)=NC(N1CCCCC1)=O. Product: [F:1][C@H:2]([C:4]1[S:8][C:7]2=[N:9][C:10]([C:12]3[O:13][C:14]4[CH:20]=[C:19]([O:21][CH3:22])[CH:18]=[C:17]([O:23][CH2:38][C:36]5[CH:35]=[CH:34][CH:33]=[C:32]([C:26]6([O:25][CH3:24])[CH2:31][CH2:30][O:29][CH2:28][CH2:27]6)[N:37]=5)[C:15]=4[CH:16]=3)=[CH:11][N:6]2[N:5]=1)[CH3:3]. The catalyst class is: 49. (2) Reactant: [Cl:1][C:2]1[CH:7]=[CH:6][C:5]([C:8]2[CH:13]=[CH:12][C:11]([O:14][CH3:15])=[CH:10][C:9]=2[CH2:16][O:17][C:18]2[CH:23]=[CH:22][C:21]([C:24]3[N:28]([CH:29]4[CH2:34][CH2:33][CH2:32][CH2:31][CH2:30]4)[N:27]=[C:26](/[CH:35]=[C:36](\[CH3:42])/[C:37]([O:39]CC)=[O:38])[CH:25]=3)=[CH:20][CH:19]=2)=[CH:4][CH:3]=1.[Li+].[OH-]. Product: [Cl:1][C:2]1[CH:7]=[CH:6][C:5]([C:8]2[CH:13]=[CH:12][C:11]([O:14][CH3:15])=[CH:10][C:9]=2[CH2:16][O:17][C:18]2[CH:23]=[CH:22][C:21]([C:24]3[N:28]([CH:29]4[CH2:34][CH2:33][CH2:32][CH2:31][CH2:30]4)[N:27]=[C:26](/[CH:35]=[C:36](\[CH3:42])/[C:37]([OH:39])=[O:38])[CH:25]=3)=[CH:20][CH:19]=2)=[CH:4][CH:3]=1. The catalyst class is: 92. (3) Reactant: [F:1][C:2]([F:34])([F:33])[C:3]([C:12]1[CH:29]=[CH:28][C:15]([O:16][C:17]2[CH:18]=[C:19]([C:24]([I:27])=[CH:25][N:26]=2)[C:20]([O:22]C)=[O:21])=[C:14]([CH2:30][CH2:31][CH3:32])[CH:13]=1)([O:8][CH2:9][O:10][CH3:11])[C:4]([F:7])([F:6])[F:5].[OH-].[Na+].Cl.C(=O)([O-])O.[Na+]. Product: [F:34][C:2]([F:1])([F:33])[C:3]([C:12]1[CH:29]=[CH:28][C:15]([O:16][C:17]2[CH:18]=[C:19]([C:24]([I:27])=[CH:25][N:26]=2)[C:20]([OH:22])=[O:21])=[C:14]([CH2:30][CH2:31][CH3:32])[CH:13]=1)([O:8][CH2:9][O:10][CH3:11])[C:4]([F:7])([F:6])[F:5]. The catalyst class is: 5.